The task is: Predict the reaction yield, written as a fraction of the theoretical maximum amount of product (1.0 means a 100% yield; for example, 0.34 means a 34% yield).. This data is from Reaction yield outcomes from USPTO patents with 853,638 reactions. (1) The reactants are Cl[C:2]1[C:11]2[C:6](=[CH:7][CH:8]=[CH:9][CH:10]=2)[N:5]=[C:4]([CH2:12][Cl:13])[N:3]=1.Cl.[CH3:15][O:16][C:17](=[O:23])[C@H:18]([CH:20]([CH3:22])[CH3:21])[NH2:19].C(=O)([O-])[O-].[K+].[K+]. The catalyst is C(#N)C. The product is [CH3:15][O:16][C:17](=[O:23])[C@@H:18]([NH:19][C:2]1[C:11]2[C:6](=[CH:7][CH:8]=[CH:9][CH:10]=2)[N:5]=[C:4]([CH2:12][Cl:13])[N:3]=1)[CH:20]([CH3:22])[CH3:21]. The yield is 0.810. (2) The reactants are [CH3:1][C:2]([CH3:8])([C:6]#[CH:7])[C:3]([OH:5])=[O:4].[CH2:9](O)[C:10]1[CH:15]=[CH:14][CH:13]=[CH:12][CH:11]=1.C1CCC(N=C=NC2CCCCC2)CC1. The catalyst is ClCCl. The product is [CH3:1][C:2]([CH3:8])([C:6]#[CH:7])[C:3]([O:5][CH2:9][C:10]1[CH:15]=[CH:14][CH:13]=[CH:12][CH:11]=1)=[O:4]. The yield is 0.590.